Dataset: Forward reaction prediction with 1.9M reactions from USPTO patents (1976-2016). Task: Predict the product of the given reaction. Given the reactants [OH:1][C:2]1[CH:11]=[CH:10][CH:9]=[C:8]2[C:3]=1[CH2:4][CH2:5][NH:6][C:7]2=[O:12].[C:13]([O-])([O-])=O.[Cs+].[Cs+].CI, predict the reaction product. The product is: [CH3:13][O:1][C:2]1[CH:11]=[CH:10][CH:9]=[C:8]2[C:3]=1[CH2:4][CH2:5][NH:6][C:7]2=[O:12].